From a dataset of Forward reaction prediction with 1.9M reactions from USPTO patents (1976-2016). Predict the product of the given reaction. (1) Given the reactants [CH3:1][O:2][CH:3](OC)[CH2:4]OC.Cl.[F:10][C:11]([F:26])([F:25])[C:12]1[CH:17]=[CH:16][C:15]([C:18]2[CH:23]=[CH:22][CH:21]=[C:20]([NH2:24])[CH:19]=2)=[CH:14][CH:13]=1.C(O[BH-](OC(=O)C)OC(=O)C)(=O)C.[Na+].C(O)(=O)C, predict the reaction product. The product is: [CH3:1][O:2][CH2:3][CH2:4][NH:24][C:20]1[CH:19]=[C:18]([C:15]2[CH:16]=[CH:17][C:12]([C:11]([F:10])([F:25])[F:26])=[CH:13][CH:14]=2)[CH:23]=[CH:22][CH:21]=1. (2) The product is: [CH2:22]([O:18][CH2:17][C@@H:14]1[CH2:15][CH2:16][C@H:12]([C:10]2[O:9][N:8]=[C:7]([C:4]3[CH:3]=[CH:2][N:1]=[CH:6][CH:5]=3)[N:11]=2)[CH2:13]1)[CH2:23][CH2:24][CH3:25]. Given the reactants [N:1]1[CH:6]=[CH:5][C:4]([C:7]2[N:11]=[C:10]([C@@H:12]3[CH2:16][CH2:15][C@H:14]([CH2:17][OH:18])[CH2:13]3)[O:9][N:8]=2)=[CH:3][CH:2]=1.[H-].[Na+].Br[CH2:22][CH2:23][CH2:24][CH3:25], predict the reaction product. (3) Given the reactants [Br:1][C:2]1[C:3](Cl)=[N:4][C:5]([Cl:8])=[N:6][CH:7]=1.[CH3:10][S:11]([N:14]1[CH2:19][CH2:18][CH:17]([NH2:20])[CH2:16][CH2:15]1)(=[O:13])=[O:12].CCN(C(C)C)C(C)C, predict the reaction product. The product is: [Br:1][C:2]1[C:3]([NH:20][CH:17]2[CH2:18][CH2:19][N:14]([S:11]([CH3:10])(=[O:13])=[O:12])[CH2:15][CH2:16]2)=[N:4][C:5]([Cl:8])=[N:6][CH:7]=1. (4) Given the reactants FC(F)(F)S(O)(=O)=O.[Cl:9][C:10]1[CH:16]=[CH:15][C:13]([OH:14])=[CH:12][C:11]=1[OH:17].[Cl:18][CH2:19][CH2:20][C:21](O)=[O:22], predict the reaction product. The product is: [Cl:18][CH2:19][CH2:20][C:21]([C:15]1[CH:16]=[C:10]([Cl:9])[C:11]([OH:17])=[CH:12][C:13]=1[OH:14])=[O:22].